Dataset: Forward reaction prediction with 1.9M reactions from USPTO patents (1976-2016). Task: Predict the product of the given reaction. Given the reactants [CH2:1]([O:8][C@@H:9]1[O:18][C@H:17]2[C@@H:12]([O:13][C@H:14]([C:19]3[CH:24]=[CH:23][CH:22]=[CH:21][CH:20]=3)[O:15][CH2:16]2)[C@H:11]([O:25][C@H:26]([CH3:32])[C:27]([O:29]CC)=[O:28])[C@H:10]1[NH:33][C:34]([O:36][C:37]([CH3:40])([CH3:39])[CH3:38])=[O:35])[C:2]1[CH:7]=[CH:6][CH:5]=[CH:4][CH:3]=1.O.C1COCC1.[OH-].[K+], predict the reaction product. The product is: [CH2:1]([O:8][C@@H:9]1[O:18][C@H:17]2[C@@H:12]([O:13][C@H:14]([C:19]3[CH:24]=[CH:23][CH:22]=[CH:21][CH:20]=3)[O:15][CH2:16]2)[C@H:11]([O:25][C@H:26]([CH3:32])[C:27]([OH:29])=[O:28])[C@H:10]1[NH:33][C:34]([O:36][C:37]([CH3:38])([CH3:40])[CH3:39])=[O:35])[C:2]1[CH:3]=[CH:4][CH:5]=[CH:6][CH:7]=1.